This data is from Peptide-MHC class II binding affinity with 134,281 pairs from IEDB. The task is: Regression. Given a peptide amino acid sequence and an MHC pseudo amino acid sequence, predict their binding affinity value. This is MHC class II binding data. (1) The peptide sequence is APWLDLVRKLGVLAG. The MHC is DRB1_0101 with pseudo-sequence DRB1_0101. The binding affinity (normalized) is 0.771. (2) The peptide sequence is KLLPVPPTVTIFKIS. The MHC is DRB1_1501 with pseudo-sequence DRB1_1501. The binding affinity (normalized) is 0.532. (3) The peptide sequence is IITPTNVSHIQSAVV. The MHC is DRB1_1101 with pseudo-sequence DRB1_1101. The binding affinity (normalized) is 0.472. (4) The peptide sequence is DLIFLARSALILRGS. The MHC is DRB1_0404 with pseudo-sequence DRB1_0404. The binding affinity (normalized) is 0.797.